From a dataset of Catalyst prediction with 721,799 reactions and 888 catalyst types from USPTO. Predict which catalyst facilitates the given reaction. (1) Reactant: [OH:1][C:2]1[C:10]2[C:5](=[CH:6][C:7]([CH3:11])=[CH:8][CH:9]=2)[C:4](=[O:12])[C:3]=1[C:13]1[CH:14]=[N:15][CH:16]=[CH:17][CH:18]=1.O.[NH2:20][NH2:21]. Product: [CH3:11][C:7]1[CH:6]=[C:5]2[C:10]([C:2]([CH2:3][C:13]3[CH:14]=[N:15][CH:16]=[CH:17][CH:18]=3)=[N:20][NH:21][C:4]2=[O:12])=[CH:9][CH:8]=1.[CH3:11][C:7]1[CH:6]=[C:5]2[C:10](=[CH:9][CH:8]=1)[C:2](=[O:1])[NH:21][N:20]=[C:4]2[CH2:3][C:13]1[CH:14]=[N:15][CH:16]=[CH:17][CH:18]=1. The catalyst class is: 6. (2) Reactant: [S:1]1[CH:5]=[CH:4][CH:3]=[C:2]1[CH2:6][N:7]([CH2:16][C:17]1[S:18][CH:19]=[CH:20][CH:21]=1)[C:8](=[O:15])[O:9][CH2:10][CH2:11][N:12]=[C:13]=[O:14].[NH2:22][C@H:23]([C:29]1[CH:37]=[CH:36][C:32]2[O:33][CH2:34][O:35][C:31]=2[CH:30]=1)[CH2:24][C:25]([O:27][CH3:28])=[O:26]. Product: [O:33]1[C:32]2[CH:36]=[CH:37][C:29]([C@H:23]([CH2:24][C:25]([O:27][CH3:28])=[O:26])[NH:22][C:13](=[O:14])[NH:12][CH2:11][CH2:10][O:9][C:8](=[O:15])[N:7]([CH2:16][C:17]3[S:18][CH:19]=[CH:20][CH:21]=3)[CH2:6][C:2]3[S:1][CH:5]=[CH:4][CH:3]=3)=[CH:30][C:31]=2[O:35][CH2:34]1. The catalyst class is: 4. (3) Reactant: C(OC(=O)[NH:7][C:8]1([C:12]2[CH:17]=[CH:16][C:15]([C:18]3[C:27]([C:28]4[CH:33]=[CH:32][CH:31]=[CH:30][CH:29]=4)=[CH:26][C:25]4[C:24]5=[N:34][NH:35][C:36]([S:37][CH3:38])=[C:23]5[CH2:22][CH2:21][C:20]=4[N:19]=3)=[CH:14][CH:13]=2)[CH2:11][CH2:10][CH2:9]1)(C)(C)C. Product: [CH3:38][S:37][C:36]1[NH:35][N:34]=[C:24]2[C:23]=1[CH2:22][CH2:21][C:20]1[N:19]=[C:18]([C:15]3[CH:16]=[CH:17][C:12]([C:8]4([NH2:7])[CH2:9][CH2:10][CH2:11]4)=[CH:13][CH:14]=3)[C:27]([C:28]3[CH:29]=[CH:30][CH:31]=[CH:32][CH:33]=3)=[CH:26][C:25]2=1. The catalyst class is: 67. (4) The catalyst class is: 26. Reactant: [OH:1][C:2]1([C@@H:8]2[CH2:13][C@H:12]([NH:14][CH2:15][CH:16]([CH3:18])[CH3:17])[CH2:11][N:10](C(OC(C)(C)C)=O)[CH2:9]2)[CH2:7][CH2:6][CH2:5][CH2:4][CH2:3]1.C(N(CC)C(C)C)(C)C.[C:35]([C:39]1[N:44]=[C:43]([NH:45][CH2:46][CH2:47][CH2:48][O:49][CH3:50])[C:42]([C:51]([Cl:53])=[O:52])=[CH:41][N:40]=1)([CH3:38])([CH3:37])[CH3:36]. Product: [ClH:53].[ClH:53].[C:35]([C:39]1[N:44]=[C:43]([NH:45][CH2:46][CH2:47][CH2:48][O:49][CH3:50])[C:42]([C:51]([N:14]([C@H:12]2[CH2:13][C@@H:8]([C:2]3([OH:1])[CH2:3][CH2:4][CH2:5][CH2:6][CH2:7]3)[CH2:9][NH:10][CH2:11]2)[CH2:15][CH:16]([CH3:17])[CH3:18])=[O:52])=[CH:41][N:40]=1)([CH3:38])([CH3:36])[CH3:37]. (5) Reactant: [F:1][C:2]1[N:3]=[CH:4][C:5]2[C:10]([CH:11]=1)=[CH:9][C:8]([C:12]([NH:14][NH:15][C:16]([NH2:18])=[S:17])=O)=[CH:7][CH:6]=2.[OH-].[NH4+]. Product: [F:1][C:2]1[N:3]=[CH:4][C:5]2[C:10]([CH:11]=1)=[CH:9][C:8]([C:12]1[S:17][C:16]([NH2:18])=[N:15][N:14]=1)=[CH:7][CH:6]=2. The catalyst class is: 65. (6) Reactant: [CH3:1][C:2]1[CH:7]=[CH:6][C:5]([N:8]([C:16]2[C:17]3[C:22]([CH:23]=[C:24]4[C:29]=2[CH:28]=[CH:27][CH:26]=[CH:25]4)=[CH:21][CH:20]=[CH:19][CH:18]=3)[C:9]2[CH:14]=[CH:13][C:12]([CH3:15])=[CH:11][CH:10]=2)=[CH:4][CH:3]=1.[OH-].[K+].[Br:32]Br.S([O-])([O-])(=O)=S.[Na+].[Na+]. Product: [CH3:15][C:12]1[CH:13]=[CH:14][C:9]([N:8]([C:16]2[C:17]3[C:22]([C:23]([Br:32])=[C:24]4[C:29]=2[CH:28]=[CH:27][CH:26]=[CH:25]4)=[CH:21][CH:20]=[CH:19][CH:18]=3)[C:5]2[CH:4]=[CH:3][C:2]([CH3:1])=[CH:7][CH:6]=2)=[CH:10][CH:11]=1. The catalyst class is: 38. (7) Reactant: [CH3:1][N:2]1[C:10]2[C:5](=[CH:6][CH:7]=[C:8]([N+:11]([O-])=O)[CH:9]=2)[CH:4]=[N:3]1.[H][H]. Product: [CH3:1][N:2]1[C:10]2[C:5](=[CH:6][CH:7]=[C:8]([NH2:11])[CH:9]=2)[CH:4]=[N:3]1. The catalyst class is: 29. (8) Product: [F:1][C:2]1[CH:7]=[C:6]([F:8])[CH:5]=[CH:4][C:3]=1[C:9]([OH:34])([CH2:28][N:29]1[CH:33]=[N:32][N:31]=[N:30]1)[C:10]([F:27])([F:26])[C:11]1[CH:16]=[CH:15][C:14]([CH2:17][CH2:18][CH2:19][O:20][CH2:21][C:22]([F:25])([F:24])[F:23])=[CH:13][N:12]=1. The catalyst class is: 50. Reactant: [F:1][C:2]1[CH:7]=[C:6]([F:8])[CH:5]=[CH:4][C:3]=1[C:9]([OH:34])([CH2:28][N:29]1[CH:33]=[N:32][N:31]=[N:30]1)[C:10]([F:27])([F:26])[C:11]1[CH:16]=[CH:15][C:14](/[CH:17]=[CH:18]/[CH2:19][O:20][CH2:21][C:22]([F:25])([F:24])[F:23])=[CH:13][N:12]=1.